Dataset: Forward reaction prediction with 1.9M reactions from USPTO patents (1976-2016). Task: Predict the product of the given reaction. (1) Given the reactants [CH3:1][S:2]([OH:5])(=[O:4])=[O:3].[CH3:6][O:7][C:8]1[CH:9]=[C:10]2[CH2:19][CH:18]([CH2:20][CH:21]3[CH2:26][CH2:25][N:24]([CH2:27][C:28]4[CH:29]=[CH:30][CH:31]=[CH:32][CH:33]=4)[CH2:23][CH2:22]3)[C:16](=[O:17])[C:11]2=[CH:12][C:13]=1[O:14][CH3:15].C(OCCC)CC, predict the reaction product. The product is: [CH3:6][O:7][C:8]1[CH:9]=[C:10]2[CH2:19][CH:18]([CH2:20][CH:21]3[CH2:22][CH2:23][N:24]([CH2:27][C:28]4[CH:33]=[CH:32][CH:31]=[CH:30][CH:29]=4)[CH2:25][CH2:26]3)[C:16](=[O:17])[C:11]2=[CH:12][C:13]=1[O:14][CH3:15].[S:2]([O-:5])(=[O:4])(=[O:3])[CH3:1]. (2) Given the reactants [Cl:1][C:2]1[CH:7]=[CH:6][C:5]([CH2:8][CH2:9][CH2:10][C:11](=[O:13])[CH3:12])=[CH:4][CH:3]=1.[C:14](OCC)(=[O:20])[C:15]([O:17][CH2:18][CH3:19])=[O:16].[O-]CC.[Na+], predict the reaction product. The product is: [Cl:1][C:2]1[CH:3]=[CH:4][C:5]([CH2:8][CH2:9][CH2:10][C:11](=[O:13])[CH2:12][C:14](=[O:20])[C:15]([O:17][CH2:18][CH3:19])=[O:16])=[CH:6][CH:7]=1. (3) The product is: [NH2:8][CH2:9][C:10]1[CH:11]=[N:12][C:13](/[CH:33]=[CH:34]/[CH:32]2[CH2:31][CH2:19][CH2:24][CH2:23][CH2:22]2)=[CH:14][CH:15]=1. Given the reactants C(OC([NH:8][CH2:9][C:10]1[CH:11]=[N:12][C:13](Cl)=[CH:14][CH:15]=1)=O)(C)(C)C.NC[C:19]1C=N[C:22](Cl)=[CH:23][CH:24]=1.C(N([CH2:31][CH3:32])CC)C.[C:33](OC(OC(OC(C)(C)C)=O)=O)(C)(C)[CH3:34].C([O-])(O)=O.[Na+], predict the reaction product. (4) Given the reactants Br[C:2]1[CH:3]=[C:4]([CH:7]=[CH:8][C:9]=1[O:10][CH:11]([CH3:13])[CH3:12])[CH:5]=[O:6].[CH2:14]([O:16][CH2:17][CH2:18][O:19][C:20]1[CH:25]=[C:24]([CH3:26])[C:23](B(O)O)=[C:22]([CH3:30])[CH:21]=1)[CH3:15].C1(P(C2CCCCC2)C2C=CC=CC=2C2C=CC=CC=2)CCCCC1.P([O-])([O-])([O-])=O.[K+].[K+].[K+], predict the reaction product. The product is: [CH2:14]([O:16][CH2:17][CH2:18][O:19][C:20]1[CH:21]=[C:22]([CH3:30])[C:23]([C:2]2[C:9]([O:10][CH:11]([CH3:13])[CH3:12])=[CH:8][CH:7]=[C:4]([CH:5]=[O:6])[CH:3]=2)=[C:24]([CH3:26])[CH:25]=1)[CH3:15]. (5) Given the reactants Cl.O1CCOCC1.[NH2:8][CH2:9][C:10]1([C:23](=[O:36])[NH:24][CH2:25][C:26]2[CH:27]=[N:28][C:29]([C:32]([F:35])([F:34])[F:33])=[CH:30][CH:31]=2)[CH2:15][CH2:14][N:13](C(OC(C)(C)C)=O)[CH2:12][CH2:11]1, predict the reaction product. The product is: [NH2:8][CH2:9][C:10]1([C:23]([NH:24][CH2:25][C:26]2[CH:27]=[N:28][C:29]([C:32]([F:35])([F:34])[F:33])=[CH:30][CH:31]=2)=[O:36])[CH2:15][CH2:14][NH:13][CH2:12][CH2:11]1. (6) Given the reactants [Cl:1][C:2]1[CH:3]=[CH:4][C:5]2[NH:11][CH2:10][CH2:9][NH:8][CH2:7][C:6]=2[CH:12]=1.CCN(CC)CC.[C:20](OC(=O)C)(=[O:22])[CH3:21], predict the reaction product. The product is: [C:20]([CH:9]1[NH:8][CH2:7][C:6]2[CH:12]=[C:2]([Cl:1])[CH:3]=[CH:4][C:5]=2[NH:11][CH2:10]1)(=[O:22])[CH3:21]. (7) Given the reactants C[O:2][C:3](=O)[C@@H:4]([NH:9][C:10](=[O:25])[C:11]1[CH:16]=[CH:15][C:14]([C:17]#[C:18][C:19]#[C:20][CH:21]([OH:24])[CH2:22][OH:23])=[CH:13][CH:12]=1)[C:5]([OH:8])([CH3:7])[CH3:6].[NH2:27][OH:28], predict the reaction product. The product is: [OH:24][CH:21]([CH2:22][OH:23])[C:20]#[C:19][C:18]#[C:17][C:14]1[CH:15]=[CH:16][C:11]([C:10]([NH:9][C@@H:4]([C:5]([OH:8])([CH3:7])[CH3:6])[C:3]([NH:27][OH:28])=[O:2])=[O:25])=[CH:12][CH:13]=1.